This data is from Reaction yield outcomes from USPTO patents with 853,638 reactions. The task is: Predict the reaction yield, written as a fraction of the theoretical maximum amount of product (1.0 means a 100% yield; for example, 0.34 means a 34% yield). The reactants are [Br:1][C:2]1[CH:9]=[CH:8][C:5]([CH2:6]O)=[CH:4][CH:3]=1.COCCN(S(F)(F)[F:20])CCOC. The catalyst is C(Cl)Cl. The product is [Br:1][C:2]1[CH:9]=[CH:8][C:5]([CH2:6][F:20])=[CH:4][CH:3]=1. The yield is 0.600.